Task: Predict the product of the given reaction.. Dataset: Forward reaction prediction with 1.9M reactions from USPTO patents (1976-2016) (1) Given the reactants [CH3:1][O:2][C:3](=[O:8])/[CH:4]=[C:5](/[O-:7])\[CH3:6].[Na+].[I-].[K+].[CH2:12](Br)[CH2:13][CH2:14][CH3:15], predict the reaction product. The product is: [C:5]([CH:4]([CH2:12][CH2:13][CH2:14][CH3:15])[C:3]([O:2][CH3:1])=[O:8])(=[O:7])[CH3:6]. (2) Given the reactants [F:1][C:2]1[CH:20]=[CH:19][C:5]([CH2:6][CH2:7][C:8]2[CH:17]=[CH:16][C:15]([OH:18])=[CH:14][C:9]=2[C:10]([O:12][CH3:13])=[O:11])=[CH:4][CH:3]=1.[CH3:21][N:22]1[C:26]([CH2:27][CH:28]([C:30]2[S:31][CH:32]=[CH:33][N:34]=2)O)=[CH:25][N:24]=[CH:23]1.C1(P(C2C=CC=CC=2)C2C=CC=CC=2)C=CC=CC=1.CCOC(/N=N/C(OCC)=O)=O, predict the reaction product. The product is: [F:1][C:2]1[CH:20]=[CH:19][C:5]([CH2:6][CH2:7][C:8]2[CH:17]=[CH:16][C:15]([O:18][CH:28]([C:30]3[S:31][CH:32]=[CH:33][N:34]=3)[CH2:27][C:26]3[N:22]([CH3:21])[CH:23]=[N:24][CH:25]=3)=[CH:14][C:9]=2[C:10]([O:12][CH3:13])=[O:11])=[CH:4][CH:3]=1. (3) Given the reactants CN(C(ON1N=NC2C=CC=NC1=2)=[N+](C)C)C.F[P-](F)(F)(F)(F)F.[C:25]([O:29][C:30]([NH:32][C@@H:33]([CH2:37][CH2:38][CH2:39][CH2:40][CH2:41][CH:42]=[CH2:43])[C:34]([OH:36])=O)=[O:31])([CH3:28])([CH3:27])[CH3:26].[Br:44][C:45]1[CH:50]=[CH:49][C:48]([S:51]([O:54][C@@H:55]2[CH2:59][NH:58][C@H:57]([C:60]([NH:62][C@:63]3([C:68]([O:70][CH2:71][CH3:72])=[O:69])[CH2:65][C@H:64]3[CH:66]=[CH2:67])=[O:61])[CH2:56]2)(=[O:53])=[O:52])=[CH:47][CH:46]=1.CCN(C(C)C)C(C)C.Cl, predict the reaction product. The product is: [Br:44][C:45]1[CH:50]=[CH:49][C:48]([S:51]([O:54][C@@H:55]2[CH2:59][N:58]([C:34](=[O:36])[C@@H:33]([NH:32][C:30]([O:29][C:25]([CH3:26])([CH3:27])[CH3:28])=[O:31])[CH2:37][CH2:38][CH2:39][CH2:40][CH2:41][CH:42]=[CH2:43])[C@H:57]([C:60]([NH:62][C@:63]3([C:68]([O:70][CH2:71][CH3:72])=[O:69])[CH2:65][C@H:64]3[CH:66]=[CH2:67])=[O:61])[CH2:56]2)(=[O:52])=[O:53])=[CH:47][CH:46]=1. (4) Given the reactants [Cl-].[Cl:2][C:3]1[CH:11]=[CH:10][C:9]2[C:5](=[C:6]3[CH:15]([CH2:16][NH2+:17][CH3:18])[O:14][CH2:13][CH2:12][N:7]3[N:8]=2)[CH:4]=1.[F:19]C1C=C2C(=CC=1)NN=C2, predict the reaction product. The product is: [Cl-:2].[F:19][C:3]1[CH:11]=[CH:10][C:9]2[C:5](=[C:6]3[CH:15]([CH2:16][NH2+:17][CH3:18])[O:14][CH2:13][CH2:12][N:7]3[N:8]=2)[CH:4]=1. (5) Given the reactants [C:1]1(/[C:7](/[C:17]2[CH:22]=[CH:21][C:20]([CH:23]=[CH:24][C:25](O)=[O:26])=[CH:19][CH:18]=2)=[C:8](/[C:11]2[CH:16]=[CH:15][CH:14]=[CH:13][CH:12]=2)\[CH2:9][CH3:10])[CH:6]=[CH:5][CH:4]=[CH:3][CH:2]=1.[N+:28]([C:31]1[CH:36]=[CH:35][CH:34]=[CH:33][C:32]=1[S:37]([NH2:40])(=[O:39])=[O:38])([O-:30])=[O:29], predict the reaction product. The product is: [C:1]1([C:7]([C:17]2[CH:22]=[CH:21][C:20]([CH:23]=[CH:24][C:25]([NH:40][S:37]([C:32]3[CH:33]=[CH:34][CH:35]=[CH:36][C:31]=3[N+:28]([O-:30])=[O:29])(=[O:38])=[O:39])=[O:26])=[CH:19][CH:18]=2)=[C:8]([C:11]2[CH:16]=[CH:15][CH:14]=[CH:13][CH:12]=2)[CH2:9][CH3:10])[CH:2]=[CH:3][CH:4]=[CH:5][CH:6]=1. (6) Given the reactants C(=O)([O-])[O-].[Na+].[Na+].Br[C:8]1[C:9]([C:14]2[CH:19]=[CH:18][CH:17]=[CH:16][CH:15]=2)=[N:10][O:11][C:12]=1[CH3:13].[C:20]([C:23]1[CH:28]=[CH:27][C:26](OB(O)O)=[CH:25][CH:24]=1)(=[O:22])[CH3:21].C(OCC)(=O)C.O, predict the reaction product. The product is: [CH3:13][C:12]1[O:11][N:10]=[C:9]([C:14]2[CH:19]=[CH:18][CH:17]=[CH:16][CH:15]=2)[C:8]=1[C:26]1[CH:27]=[CH:28][C:23]([C:20](=[O:22])[CH3:21])=[CH:24][CH:25]=1. (7) Given the reactants Br[CH2:2][C:3]1[C:8]([O:9][CH3:10])=[CH:7][CH:6]=[CH:5][C:4]=1[N:11]1[C:15](=[O:16])[N:14]([CH3:17])[N:13]=[N:12]1.[Br:18][C:19]1[C:24]([CH3:25])=[CH:23][C:22]([OH:26])=[C:21]([CH3:27])[CH:20]=1.C(=O)([O-])[O-].[K+].[K+].C(#N)C, predict the reaction product. The product is: [Br:18][C:19]1[C:24]([CH3:25])=[CH:23][C:22]([O:26][CH2:2][C:3]2[C:8]([O:9][CH3:10])=[CH:7][CH:6]=[CH:5][C:4]=2[N:11]2[C:15](=[O:16])[N:14]([CH3:17])[N:13]=[N:12]2)=[C:21]([CH3:27])[CH:20]=1. (8) Given the reactants [Cl:1][C:2]1[CH:10]=[CH:9][C:5]([C:6]([OH:8])=[O:7])=[CH:4][C:3]=1[N:11]1[C:20](=[O:21])[C:19]2[CH:22]=[C:23]([N+:25]([O-])=O)[CH:24]=[C:17]3[C:18]=2[C:13](=[CH:14][C:15]([N+:28]([O-])=O)=[CH:16]3)[C:12]1=[O:31].CN(C)C=O.[H][H].CCOC(C)=O, predict the reaction product. The product is: [Cl:1][C:2]1[CH:10]=[CH:9][C:5]([C:6]([OH:8])=[O:7])=[CH:4][C:3]=1[N:11]1[C:20](=[O:21])[C:19]2[CH:22]=[C:23]([NH2:25])[CH:24]=[C:17]3[C:18]=2[C:13](=[CH:14][C:15]([NH2:28])=[CH:16]3)[C:12]1=[O:31].